This data is from Full USPTO retrosynthesis dataset with 1.9M reactions from patents (1976-2016). The task is: Predict the reactants needed to synthesize the given product. (1) Given the product [CH2:15]([O:22][C:23]([N:25]1[CH2:29][CH2:28][CH2:27][CH:26]1[C:30](=[O:31])[CH:7]([C:6]([O:5][C:1]([CH3:4])([CH3:3])[CH3:2])=[O:11])[C:8](=[O:9])[CH3:10])=[O:24])[C:16]1[CH:21]=[CH:20][CH:19]=[CH:18][CH:17]=1, predict the reactants needed to synthesize it. The reactants are: [C:1]([O:5][C:6](=[O:11])[CH2:7][C:8]([CH3:10])=[O:9])([CH3:4])([CH3:3])[CH3:2].C[Mg]Cl.[CH2:15]([O:22][C:23]([N:25]1[CH2:29][CH2:28][CH2:27][CH:26]1[C:30](Cl)=[O:31])=[O:24])[C:16]1[CH:21]=[CH:20][CH:19]=[CH:18][CH:17]=1. (2) Given the product [F:20][C:6]1[CH:5]=[N:4][CH:3]=[C:2]([F:1])[C:7]=1[S:8][C:9]1[S:13][C:12]([C:14]([NH:31][C:30]2[CH:29]=[CH:28][C:27]([O:26][CH2:25][CH2:24][CH2:23][N:22]([CH3:21])[CH3:34])=[CH:33][CH:32]=2)=[O:16])=[CH:11][C:10]=1[N+:17]([O-:19])=[O:18], predict the reactants needed to synthesize it. The reactants are: [F:1][C:2]1[CH:3]=[N:4][CH:5]=[C:6]([F:20])[C:7]=1[S:8][C:9]1[S:13][C:12]([C:14]([OH:16])=O)=[CH:11][C:10]=1[N+:17]([O-:19])=[O:18].[CH3:21][N:22]([CH3:34])[CH2:23][CH2:24][CH2:25][O:26][C:27]1[CH:33]=[CH:32][C:30]([NH2:31])=[CH:29][CH:28]=1. (3) Given the product [Cl:1][C:2]1[CH:3]=[CH:4][C:5]([C:8]2[N:9]=[C:10]([CH2:24][O:25][CH2:26][CH2:27][O:28][CH3:29])[C:11]([C:21]([O:23][CH3:32])=[O:22])=[N:12][C:13]=2[C:14]2[CH:15]=[CH:16][C:17]([Cl:20])=[CH:18][CH:19]=2)=[CH:6][CH:7]=1, predict the reactants needed to synthesize it. The reactants are: [Cl:1][C:2]1[CH:7]=[CH:6][C:5]([C:8]2[N:9]=[C:10]([CH2:24][O:25][CH2:26][CH2:27][O:28][CH3:29])[C:11]([C:21]([OH:23])=[O:22])=[N:12][C:13]=2[C:14]2[CH:19]=[CH:18][C:17]([Cl:20])=[CH:16][CH:15]=2)=[CH:4][CH:3]=1.CO.[CH3:32][Si](C=[N+]=[N-])(C)C. (4) Given the product [C:25]([NH:1][CH:2]([CH2:13][O:14][CH:15]([F:16])[F:17])[C:3]([NH:5][CH2:6][C:7]1[CH:12]=[CH:11][CH:10]=[CH:9][CH:8]=1)=[O:4])(=[O:27])[CH3:26], predict the reactants needed to synthesize it. The reactants are: [NH2:1][CH:2]([CH2:13][O:14][CH:15]([F:17])[F:16])[C:3]([NH:5][CH2:6][C:7]1[CH:12]=[CH:11][CH:10]=[CH:9][CH:8]=1)=[O:4].C(N(CC)CC)C.[CH:25](=[O:27])[CH3:26]. (5) Given the product [CH3:17][O:16][C:4]1[CH:5]=[C:6]2[C:10](=[C:2]([N:1]([CH3:29])[S:24]([C:19]3[CH:20]=[CH:21][CH:22]=[CH:23][N:18]=3)(=[O:26])=[O:25])[CH:3]=1)[NH:9][C:8]([C:11]([O:13][CH2:14][CH3:15])=[O:12])=[CH:7]2, predict the reactants needed to synthesize it. The reactants are: [NH2:1][C:2]1[CH:3]=[C:4]([O:16][CH3:17])[CH:5]=[C:6]2[C:10]=1[NH:9][C:8]([C:11]([O:13][CH2:14][CH3:15])=[O:12])=[CH:7]2.[N:18]1[CH:23]=[CH:22][CH:21]=[CH:20][C:19]=1[S:24](Cl)(=[O:26])=[O:25].N1C=CC=C[CH:29]=1.